This data is from Reaction yield outcomes from USPTO patents with 853,638 reactions. The task is: Predict the reaction yield, written as a fraction of the theoretical maximum amount of product (1.0 means a 100% yield; for example, 0.34 means a 34% yield). (1) The reactants are [F:1][C:2]1[CH:16]=[CH:15][C:5]([CH2:6][N:7]2[CH2:13][CH:12]3[NH:14][CH:9]([CH2:10][CH2:11]3)[CH2:8]2)=[CH:4][CH:3]=1.C(N(CC)CC)C.[Cl:24][CH2:25][C:26](Cl)=[O:27]. The catalyst is ClCCl. The product is [Cl:24][CH2:25][C:26]([N:14]1[CH:9]2[CH2:10][CH2:11][CH:12]1[CH2:13][N:7]([CH2:6][C:5]1[CH:4]=[CH:3][C:2]([F:1])=[CH:16][CH:15]=1)[CH2:8]2)=[O:27]. The yield is 0.690. (2) The reactants are [O:1]1[CH2:6][CH:5]=[C:4]([C:7]2[C:8]([F:33])=[C:9]([N:13]3[CH:18]=[C:17]([O:19][CH3:20])[C:16](=[O:21])[C:15]([C:22]4[N:26]([C:27]5[CH:32]=[CH:31][CH:30]=[CH:29][CH:28]=5)[N:25]=[CH:24][CH:23]=4)=[N:14]3)[CH:10]=[CH:11][CH:12]=2)[CH2:3][CH2:2]1. The catalyst is CO.[Pd]. The product is [F:33][C:8]1[C:7]([CH:4]2[CH2:5][CH2:6][O:1][CH2:2][CH2:3]2)=[CH:12][CH:11]=[CH:10][C:9]=1[N:13]1[CH:18]=[C:17]([O:19][CH3:20])[C:16](=[O:21])[C:15]([C:22]2[N:26]([C:27]3[CH:28]=[CH:29][CH:30]=[CH:31][CH:32]=3)[N:25]=[CH:24][CH:23]=2)=[N:14]1. The yield is 0.790. (3) The reactants are C([O:3][C:4]([C:6]1[CH:11]=[CH:10][C:9]([C:12]2[CH:17]=[CH:16][CH:15]=[CH:14][C:13]=2[O:18][CH3:19])=[CH:8][CH:7]=1)=[O:5])C.[OH-].[Na+]. The catalyst is O1CCCC1. The product is [CH3:19][O:18][C:13]1[CH:14]=[CH:15][CH:16]=[CH:17][C:12]=1[C:9]1[CH:10]=[CH:11][C:6]([C:4]([OH:5])=[O:3])=[CH:7][CH:8]=1. The yield is 0.974. (4) The reactants are [Cl:1][C:2]1[CH:8]=[C:7]([O:9][C:10]2[C:19]3[C:14](=[CH:15][C:16]([O:22][CH3:23])=[C:17]([O:20][CH3:21])[CH:18]=3)[N:13]=[CH:12][CH:11]=2)[CH:6]=[CH:5][C:3]=1[NH2:4].C(N(CC)CC)C.ClC(Cl)(O[C:35](=[O:41])OC(Cl)(Cl)Cl)Cl.[F:43][C:44]1[CH:49]=[CH:48][C:47]([CH:50]([NH2:52])[CH3:51])=[CH:46][CH:45]=1. The catalyst is C(Cl)(Cl)Cl. The product is [Cl:1][C:2]1[CH:8]=[C:7]([O:9][C:10]2[C:19]3[C:14](=[CH:15][C:16]([O:22][CH3:23])=[C:17]([O:20][CH3:21])[CH:18]=3)[N:13]=[CH:12][CH:11]=2)[CH:6]=[CH:5][C:3]=1[NH:4][C:35]([NH:52][CH:50]([C:47]1[CH:48]=[CH:49][C:44]([F:43])=[CH:45][CH:46]=1)[CH3:51])=[O:41]. The yield is 0.320. (5) The reactants are [Cl:1][C:2]1[CH:16]=[CH:15][C:5]([CH2:6][N:7]2[CH:12]=[N:11][C:10](O)=[N:9][C:8]2=[O:14])=[CH:4][CH:3]=1.[N:17]1(O[P+](N2CCCC2)(N2CCCC2)N2CCCC2)[C:21]2C=[CH:23][CH:24]=[CH:25][C:20]=2N=N1.N12CCCN=C1CCCCC2.[F:54][C:55]1[CH:64]=[CH:63][C:58]2[NH:59][C:60](=[S:62])[NH:61][C:57]=2[CH:56]=1. The catalyst is C(#N)C. The product is [Cl:1][C:2]1[CH:16]=[CH:15][C:5]([CH2:6][N:7]2[CH:12]=[N:11][C:10]([N:17]3[CH2:23][CH2:24][CH:25]([N:59]4[C:58]5[CH:63]=[CH:64][C:55]([F:54])=[CH:56][C:57]=5[NH:61][C:60]4=[S:62])[CH2:20][CH2:21]3)=[N:9][C:8]2=[O:14])=[CH:4][CH:3]=1. The yield is 0.0200.